Dataset: Peptide-MHC class I binding affinity with 185,985 pairs from IEDB/IMGT. Task: Regression. Given a peptide amino acid sequence and an MHC pseudo amino acid sequence, predict their binding affinity value. This is MHC class I binding data. (1) The peptide sequence is RLKTATYTF. The MHC is HLA-A26:01 with pseudo-sequence HLA-A26:01. The binding affinity (normalized) is 0.0847. (2) The peptide sequence is EYKKSLYKF. The MHC is HLA-B08:02 with pseudo-sequence HLA-B08:02. The binding affinity (normalized) is 0.0847. (3) The peptide sequence is LLKLWIDKV. The MHC is HLA-B40:01 with pseudo-sequence HLA-B40:01. The binding affinity (normalized) is 0.0847. (4) The peptide sequence is MLIPKQKV. The MHC is H-2-Kb with pseudo-sequence H-2-Kb. The binding affinity (normalized) is 0.0735.